From a dataset of Forward reaction prediction with 1.9M reactions from USPTO patents (1976-2016). Predict the product of the given reaction. (1) Given the reactants O.[OH:2][CH2:3]S([O-])=O.[Na+].[C:8](ON(OC(=O)C)CCN(OC(=O)C)OC(=O)C)(=O)[CH3:9].[Na].[Na].[Na].[Na].[CH2:32]=[CH:33][CH:34]=[CH2:35].[CH2:36]=[C:37]1[CH2:42]CO[C:38]1=[O:39].C(O)(=[O:46])C=C.C1(S(OCCCCCCCCCCCC)(=O)=O)C=CC=CC=1.[Na].CC(C(C(C(S)(C)C)(C)C)(C)C)C.S(OOS([O-])(=O)=O)([O-])(=O)=O.[Na+].[Na+].N, predict the reaction product. The product is: [CH2:36]=[C:37]1[CH2:42][CH2:3][O:2][C:38]1=[O:39].[CH2:32]=[CH:33][CH:34]=[CH2:35].[C:3]([OH:2])(=[O:46])[CH:8]=[CH2:9]. (2) Given the reactants [Cl:1][C:2]1[CH:7]=[CH:6][C:5]([C:8]2[C:13]([C:14]([O:16]C)=[O:15])=[CH:12][N:11]=[CH:10][CH:9]=2)=[C:4]([F:18])[CH:3]=1.CO.[OH-].[Na+], predict the reaction product. The product is: [Cl:1][C:2]1[CH:7]=[CH:6][C:5]([C:8]2[C:13]([C:14]([OH:16])=[O:15])=[CH:12][N:11]=[CH:10][CH:9]=2)=[C:4]([F:18])[CH:3]=1. (3) Given the reactants [Cl:1][C:2]1[CH:3]=[C:4]2[C:10]([C:11]3[N:16]=[C:15]([NH:17][C@H:18]4[CH2:23][CH2:22][CH2:21][C@@H:20]([N:24]5[CH2:28][CH2:27][CH2:26][C:25]5=[O:29])[CH2:19]4)[C:14]([F:30])=[CH:13][N:12]=3)=[CH:9][N:8](S(C3C=CC(C)=CC=3)(=O)=O)[C:5]2=[N:6][CH:7]=1.Cl, predict the reaction product. The product is: [Cl:1][C:2]1[CH:3]=[C:4]2[C:10]([C:11]3[N:16]=[C:15]([NH:17][C@H:18]4[CH2:23][CH2:22][CH2:21][C@@H:20]([N:24]5[CH2:28][CH2:27][CH2:26][C:25]5=[O:29])[CH2:19]4)[C:14]([F:30])=[CH:13][N:12]=3)=[CH:9][NH:8][C:5]2=[N:6][CH:7]=1. (4) Given the reactants [CH2:1]([O:4][CH2:5][C:6]1[CH:11]=[CH:10][C:9]([CH2:12][O:13][Si:14]([C:17]([CH3:20])([CH3:19])[CH3:18])([CH3:16])[CH3:15])=[CH:8][CH:7]=1)[CH:2]=[CH2:3], predict the reaction product. The product is: [Si:14]([O:13][CH2:12][C:9]1[CH:8]=[CH:7][C:6]([CH2:5][O:4][CH2:1][CH:2]=[CH:3][CH2:1][O:4][CH2:5][C:6]2[CH:11]=[CH:10][C:9]([CH2:12][O:13][Si:14]([C:17]([CH3:20])([CH3:19])[CH3:18])([CH3:16])[CH3:15])=[CH:8][CH:7]=2)=[CH:11][CH:10]=1)([C:17]([CH3:20])([CH3:19])[CH3:18])([CH3:15])[CH3:16]. (5) Given the reactants [C:1]([O:5][C:6]([NH:8][CH2:9][C@@H:10]1[CH2:15][CH2:14][C@H:13]([C:16]([O:18]CCCC)=[O:17])[CH2:12][CH2:11]1)=[O:7])([CH3:4])([CH3:3])[CH3:2].[OH-].[Na+], predict the reaction product. The product is: [C:1]([O:5][C:6]([NH:8][CH2:9][C@@H:10]1[CH2:11][CH2:12][C@H:13]([C:16]([OH:18])=[O:17])[CH2:14][CH2:15]1)=[O:7])([CH3:4])([CH3:2])[CH3:3].